Task: Predict the reactants needed to synthesize the given product.. Dataset: Full USPTO retrosynthesis dataset with 1.9M reactions from patents (1976-2016) (1) Given the product [CH:8]1([C@H:14]([NH:22][C:23]([C:25]2[CH:30]=[CH:29][C:28]([C:31]3[CH:36]=[CH:35][C:34]([F:37])=[C:33]([F:38])[CH:32]=3)=[CH:27][C:26]=2[NH:39][C:40]([NH:42][C:43]2[C:44]([Cl:55])=[CH:45][C:46]([O:50][C:51]([F:52])([F:54])[F:53])=[CH:47][C:48]=2[Cl:49])=[O:41])=[O:24])[C:15]([OH:17])=[O:16])[CH2:13][CH2:12][CH2:11][CH2:10][CH2:9]1, predict the reactants needed to synthesize it. The reactants are: FC(F)(F)C(O)=O.[CH:8]1([C@H:14]([NH:22][C:23]([C:25]2[CH:30]=[CH:29][C:28]([C:31]3[CH:36]=[CH:35][C:34]([F:37])=[C:33]([F:38])[CH:32]=3)=[CH:27][C:26]=2[NH:39][C:40]([NH:42][C:43]2[C:48]([Cl:49])=[CH:47][C:46]([O:50][C:51]([F:54])([F:53])[F:52])=[CH:45][C:44]=2[Cl:55])=[O:41])=[O:24])[C:15]([O:17]C(C)(C)C)=[O:16])[CH2:13][CH2:12][CH2:11][CH2:10][CH2:9]1. (2) Given the product [CH3:1][C@@H:2]1[CH2:7][CH2:6][CH2:5][N:4]([C:8]([C:10]2[CH:15]=[C:14]([CH3:16])[CH:13]=[CH:12][C:11]=2[C:17]2[CH:18]=[N:19][N:20]([CH3:22])[CH:21]=2)=[O:9])[C@@H:3]1[CH2:23][NH:24][C:36]1[C:41]([C:42]([F:45])([F:44])[F:43])=[CH:40][CH:39]=[CH:38][N:37]=1, predict the reactants needed to synthesize it. The reactants are: [CH3:1][C@@H:2]1[CH2:7][CH2:6][CH2:5][N:4]([C:8]([C:10]2[CH:15]=[C:14]([CH3:16])[CH:13]=[CH:12][C:11]=2[C:17]2[CH:18]=[N:19][N:20]([CH3:22])[CH:21]=2)=[O:9])[C@@H:3]1[CH2:23][NH:24]C1C=CC(C(F)(F)F)=CN=1.Cl[C:36]1[C:41]([C:42]([F:45])([F:44])[F:43])=[CH:40][CH:39]=[CH:38][N:37]=1.